This data is from Reaction yield outcomes from USPTO patents with 853,638 reactions. The task is: Predict the reaction yield, written as a fraction of the theoretical maximum amount of product (1.0 means a 100% yield; for example, 0.34 means a 34% yield). (1) The reactants are [F:1][C:2]1[C:16]([F:17])=[CH:15][CH:14]=[C:13]([C:18]([N:20]2[CH2:25][C:22]3([O:24][CH2:23]3)[CH2:21]2)=[O:19])[C:3]=1[NH:4][C:5]1[CH:10]=[CH:9][C:8]([I:11])=[CH:7][C:6]=1[F:12].[N+:26]([NH:29][C:30]([NH2:32])=[NH:31])([O-:28])=[O:27].[OH-].[Na+].[ClH:35].O1CCOCC1. The catalyst is O1CCCC1.CO. The product is [ClH:35].[F:1][C:2]1[C:3]([NH:4][C:5]2[CH:10]=[CH:9][C:8]([I:11])=[CH:7][C:6]=2[F:12])=[C:13]([C:18]([N:20]2[CH2:21][C:22]([CH2:23][NH:32][C:30]([NH:29][N+:26]([O-:28])=[O:27])=[NH:31])([OH:24])[CH2:25]2)=[O:19])[CH:14]=[CH:15][C:16]=1[F:17]. The yield is 0.380. (2) The reactants are [C:1]([C:4]1[S:8][C:7]([C:9]2[CH:14]=[CH:13][C:12]([C@@H:15]([N:17]3[CH2:22][CH2:21][C@:20]([CH2:29][CH2:30][CH2:31][OH:32])([C:23]4[CH:28]=[CH:27][CH:26]=[CH:25][CH:24]=4)[O:19][C:18]3=[O:33])[CH3:16])=[CH:11][CH:10]=2)=[CH:6][CH:5]=1)(=O)[CH3:2].[NH3:34].[BH4-].[Na+]. The catalyst is CCO.[NH4+].[OH-].C(O[Ti](OC(C)C)(OC(C)C)OC(C)C)(C)C. The product is [NH2:34][CH:1]([C:4]1[S:8][C:7]([C:9]2[CH:14]=[CH:13][C:12]([C@@H:15]([N:17]3[CH2:22][CH2:21][C@:20]([CH2:29][CH2:30][CH2:31][OH:32])([C:23]4[CH:28]=[CH:27][CH:26]=[CH:25][CH:24]=4)[O:19][C:18]3=[O:33])[CH3:16])=[CH:11][CH:10]=2)=[CH:6][CH:5]=1)[CH3:2]. The yield is 0.0300. (3) The reactants are Cl[C:2]1[N:7]=[C:6]([O:8][CH3:9])[C:5]([N+:10]([O-:12])=[O:11])=[C:4]([O:13][CH3:14])[N:3]=1.[Cl-].[F:16][C:17]1[CH:24]=[CH:23][C:20]([CH2:21][Zn+])=[CH:19][CH:18]=1. The catalyst is C1COCC1.C1C=CC([P]([Pd]([P](C2C=CC=CC=2)(C2C=CC=CC=2)C2C=CC=CC=2)([P](C2C=CC=CC=2)(C2C=CC=CC=2)C2C=CC=CC=2)[P](C2C=CC=CC=2)(C2C=CC=CC=2)C2C=CC=CC=2)(C2C=CC=CC=2)C2C=CC=CC=2)=CC=1. The product is [F:16][C:17]1[CH:24]=[CH:23][C:20]([CH2:21][C:2]2[N:7]=[C:6]([O:8][CH3:9])[C:5]([N+:10]([O-:12])=[O:11])=[C:4]([O:13][CH3:14])[N:3]=2)=[CH:19][CH:18]=1. The yield is 0.630. (4) The reactants are [CH:1]([N:14]1[CH2:17][CH:16]([OH:18])[CH2:15]1)([C:8]1[CH:13]=[CH:12][CH:11]=[CH:10][CH:9]=1)[C:2]1[CH:7]=[CH:6][CH:5]=[CH:4][CH:3]=1.[H-].[Na+].[CH3:21]I. The catalyst is CN(C=O)C.[Cl-].[Na+].O. The product is [CH:1]([N:14]1[CH2:17][CH:16]([O:18][CH3:21])[CH2:15]1)([C:8]1[CH:13]=[CH:12][CH:11]=[CH:10][CH:9]=1)[C:2]1[CH:3]=[CH:4][CH:5]=[CH:6][CH:7]=1. The yield is 0.800. (5) The reactants are [F:1][C:2]1[CH:27]=[C:26]([F:28])[CH:25]=[CH:24][C:3]=1[O:4][C:5]1[CH:10]=[CH:9][C:8]([S:11](=[O:14])(=[O:13])[NH2:12])=[CH:7][C:6]=1[C:15]1[NH:19][C:18]([CH3:20])=[C:17]([C:21](O)=[O:22])[CH:16]=1.FC1C=CC=C(F)C=1C1[NH:41]C(C)=C(C(O)=O)C=1. No catalyst specified. The product is [F:1][C:2]1[CH:27]=[C:26]([F:28])[CH:25]=[CH:24][C:3]=1[O:4][C:5]1[CH:10]=[CH:9][C:8]([S:11](=[O:13])(=[O:14])[NH2:12])=[CH:7][C:6]=1[C:15]1[NH:19][C:18]([CH3:20])=[C:17]([C:21]([NH2:41])=[O:22])[CH:16]=1. The yield is 0.820. (6) The reactants are [CH:1]([O:4][C:5]1[C:10]([C:11]([F:14])([F:13])[F:12])=[CH:9][C:8]([N+:15]([O-])=O)=[CH:7][C:6]=1[N:18]1[C:22](=[O:23])[N:21]([CH3:24])[N:20]=[N:19]1)([CH3:3])[CH3:2]. The catalyst is CO.[Pd]. The product is [NH2:15][C:8]1[CH:9]=[C:10]([C:11]([F:12])([F:14])[F:13])[C:5]([O:4][CH:1]([CH3:3])[CH3:2])=[C:6]([N:18]2[C:22](=[O:23])[N:21]([CH3:24])[N:20]=[N:19]2)[CH:7]=1. The yield is 1.00. (7) The reactants are [C:1]([C:3]1[C:4]([CH3:14])=[CH:5][C:6]([CH3:13])=[C:7]([CH:12]=1)[C:8]([O:10][CH3:11])=[O:9])#[N:2].[NH2:15][OH:16]. The catalyst is CCO. The product is [OH:16][N:15]=[C:1]([C:3]1[C:4]([CH3:14])=[CH:5][C:6]([CH3:13])=[C:7]([CH:12]=1)[C:8]([O:10][CH3:11])=[O:9])[NH2:2]. The yield is 0.660. (8) The reactants are [NH2:1][C:2]1[CH:7]=[CH:6][C:5]([C:8]2[CH:13]=[CH:12][C:11]([C:14]([C@@H:16]3[CH2:19][CH2:18][C@H:17]3[C:20]([O:22]C)=[O:21])=[O:15])=[CH:10][CH:9]=2)=[CH:4][CH:3]=1.Cl[C:25]1[S:26][C:27]2[C:33]([F:34])=[CH:32][C:31]([F:35])=[CH:30][C:28]=2[N:29]=1.Cl.[OH-].[Na+].[CH2:39](O)CCC. No catalyst specified. The product is [F:35][C:31]1[CH:32]=[C:33]([F:34])[C:27]2[S:26][C:25]([NH:1][C:2]3[CH:3]=[CH:4][C:5]([C:8]4[CH:9]=[CH:10][C:11]([C:14]([C@@H:16]5[CH2:39][CH2:19][CH2:18][C@H:17]5[C:20]([OH:22])=[O:21])=[O:15])=[CH:12][CH:13]=4)=[CH:6][CH:7]=3)=[N:29][C:28]=2[CH:30]=1. The yield is 0.580. (9) The yield is 0.890. The reactants are [F-].C([N+](CCCC)(CCCC)CCCC)CCC.[Si]([O:26][C@@H:27]([C@@H:29]([N:36]1[CH:44]=[N:43][C:42]2[C:37]1=[N:38][CH:39]=[N:40][C:41]=2[NH2:45])[CH2:30][CH2:31][CH2:32][CH2:33][CH2:34][CH3:35])[CH3:28])(C(C)(C)C)(C)C.ClCCl.CO. The catalyst is O1CCCC1. The product is [NH2:45][C:41]1[N:40]=[CH:39][N:38]=[C:37]2[C:42]=1[N:43]=[CH:44][N:36]2[C@@H:29]([CH2:30][CH2:31][CH2:32][CH2:33][CH2:34][CH3:35])[C@H:27]([OH:26])[CH3:28].